Dataset: NCI-60 drug combinations with 297,098 pairs across 59 cell lines. Task: Regression. Given two drug SMILES strings and cell line genomic features, predict the synergy score measuring deviation from expected non-interaction effect. (1) Drug 1: CC(CN1CC(=O)NC(=O)C1)N2CC(=O)NC(=O)C2. Drug 2: C1=CC(=CC=C1C#N)C(C2=CC=C(C=C2)C#N)N3C=NC=N3. Cell line: A498. Synergy scores: CSS=19.2, Synergy_ZIP=-6.76, Synergy_Bliss=-2.42, Synergy_Loewe=-3.40, Synergy_HSA=-2.95. (2) Drug 1: CC1=C2C(C(=O)C3(C(CC4C(C3C(C(C2(C)C)(CC1OC(=O)C(C(C5=CC=CC=C5)NC(=O)C6=CC=CC=C6)O)O)OC(=O)C7=CC=CC=C7)(CO4)OC(=O)C)O)C)OC(=O)C. Drug 2: C1=CC=C(C(=C1)C(C2=CC=C(C=C2)Cl)C(Cl)Cl)Cl. Cell line: SNB-75. Synergy scores: CSS=35.4, Synergy_ZIP=3.90, Synergy_Bliss=4.33, Synergy_Loewe=-29.3, Synergy_HSA=3.25. (3) Drug 1: CCCS(=O)(=O)NC1=C(C(=C(C=C1)F)C(=O)C2=CNC3=C2C=C(C=N3)C4=CC=C(C=C4)Cl)F. Drug 2: CS(=O)(=O)CCNCC1=CC=C(O1)C2=CC3=C(C=C2)N=CN=C3NC4=CC(=C(C=C4)OCC5=CC(=CC=C5)F)Cl. Cell line: A498. Synergy scores: CSS=0.524, Synergy_ZIP=-2.10, Synergy_Bliss=-0.298, Synergy_Loewe=-4.01, Synergy_HSA=-1.86. (4) Drug 1: CC1=CC=C(C=C1)C2=CC(=NN2C3=CC=C(C=C3)S(=O)(=O)N)C(F)(F)F. Drug 2: CC1C(C(CC(O1)OC2CC(CC3=C2C(=C4C(=C3O)C(=O)C5=C(C4=O)C(=CC=C5)OC)O)(C(=O)CO)O)N)O.Cl. Cell line: MCF7. Synergy scores: CSS=25.7, Synergy_ZIP=-3.02, Synergy_Bliss=0.303, Synergy_Loewe=-11.5, Synergy_HSA=-0.169.